Dataset: Experimentally validated miRNA-target interactions with 360,000+ pairs, plus equal number of negative samples. Task: Binary Classification. Given a miRNA mature sequence and a target amino acid sequence, predict their likelihood of interaction. (1) The miRNA is hsa-miR-376c-5p with sequence GGUGGAUAUUCCUUCUAUGUU. The protein sequence of the target gene is MEPATTLPPGPRPALPLGGPGPLGEFLPPPECPVFEPSWEEFADPFAFIHKIRPIAEQTGICKVRPPPDWQPPFACDVDKLHFTPRIQRLNELEAQTRVKLNFLDQIAKYWELQGSTLKIPHVERKILDLFQLNKLVAEEGGFAVVCKDRKWTKIATKMGFAPGKAVGSHIRGHYERILNPYNLFLSGDSLRCLQKPNLTSDTKDKEYKPHDIPQRQSVQPAETCPPARRAKRMRAEAMNIKIEPEEATEARTHNLRRRMGCTTPKWENEKEMKSTIKQEPTEKKDCELESEKEKPKSRA.... Result: 0 (no interaction). (2) The miRNA is hsa-miR-4328 with sequence CCAGUUUUCCCAGGAUU. The protein sequence of the target gene is MKFNAAHYLLPLLPALVLSTRQDYEELEKQLKEVFKERSTVLRQLTKTSRELDGIKVNLQSLKNDEQSSKTDVQKLLELGQRQREEMKSLQEALQNQLKETSEKAEKHQATINFLKTEVERKSKMIRDLQNENKSLKNKLLSGSKLCGIHAEESKKIQAQLKELRYGKKDLLFKAQQLTELEQKLAVAKNELEKAALDRESQMKAMKETVQLCLSSVFRDQPPPLSLMPSNPTQMLHPPRTVASRIPEARTKSKPQPSSPGHHDSSQVQATKEESRRPSVCGPQDEGSSCLVKHEEGPQS.... Result: 0 (no interaction).